From a dataset of TCR-epitope binding with 47,182 pairs between 192 epitopes and 23,139 TCRs. Binary Classification. Given a T-cell receptor sequence (or CDR3 region) and an epitope sequence, predict whether binding occurs between them. (1) The epitope is VTIAEILLI. The TCR CDR3 sequence is CASSLVQEYSYEQYF. Result: 0 (the TCR does not bind to the epitope). (2) The epitope is GLIYNRMGAVTTEV. Result: 0 (the TCR does not bind to the epitope). The TCR CDR3 sequence is CSVAAPGNTEAFF. (3) The epitope is HLVDFQVTI. The TCR CDR3 sequence is CASSWGRNTEAFF. Result: 1 (the TCR binds to the epitope). (4) The epitope is EHPTFTSQYRIQGKL. The TCR CDR3 sequence is CSAPVGLGAADTQYF. Result: 1 (the TCR binds to the epitope). (5) The epitope is YLQPRTFLL. The TCR CDR3 sequence is CATSTENTGELFF. Result: 1 (the TCR binds to the epitope). (6) The epitope is EIYKRWII. The TCR CDR3 sequence is CASSPPPAGGLYEQYF. Result: 0 (the TCR does not bind to the epitope).